From a dataset of CYP3A4 inhibition data for predicting drug metabolism from PubChem BioAssay. Regression/Classification. Given a drug SMILES string, predict its absorption, distribution, metabolism, or excretion properties. Task type varies by dataset: regression for continuous measurements (e.g., permeability, clearance, half-life) or binary classification for categorical outcomes (e.g., BBB penetration, CYP inhibition). Dataset: cyp3a4_veith. (1) The drug is COC(=O)[C@@]1(Cc2ccccc2)[C@H]2c3cc(C(=O)N4CCCC4)n(CCc4ccccn4)c3C[C@H]2CN1C(=O)c1ccccc1. The result is 1 (inhibitor). (2) The compound is O=C1C(=O)c2ccccc2C(O)=C1C1CCC(c2ccc(Cl)cc2)CC1. The result is 0 (non-inhibitor).